Dataset: Forward reaction prediction with 1.9M reactions from USPTO patents (1976-2016). Task: Predict the product of the given reaction. (1) Given the reactants CS[C:3](=[C:17]([C:20]#[N:21])[C:18]#[N:19])[N:4]1[CH2:9][CH2:8][CH:7]([CH2:10][N:11]2[CH2:16][CH2:15][CH2:14][CH2:13][CH2:12]2)[CH2:6][CH2:5]1.[NH2:22][CH2:23][CH2:24][N:25]1[CH2:29][CH2:28][CH2:27][C@H:26]1[CH3:30], predict the reaction product. The product is: [CH3:30][C@@H:26]1[CH2:27][CH2:28][CH2:29][N:25]1[CH2:24][CH2:23][NH:22][C:3](=[C:17]([C:20]#[N:21])[C:18]#[N:19])[N:4]1[CH2:9][CH2:8][CH:7]([CH2:10][N:11]2[CH2:16][CH2:15][CH2:14][CH2:13][CH2:12]2)[CH2:6][CH2:5]1. (2) Given the reactants [C:1]([C:3]1[C:8]([C:9]([F:12])([F:11])[F:10])=[CH:7][C:6]([NH:13][S:14]([CH3:17])(=[O:16])=[O:15])=[C:5](I)[CH:4]=1)#[N:2].[CH2:19]([S:21][CH2:22][C:23]([CH3:27])([OH:26])[C:24]#[CH:25])[CH3:20], predict the reaction product. The product is: [CH2:19]([S:21][CH2:22][C:23]([C:24]1[N:13]([S:14]([CH3:17])(=[O:16])=[O:15])[C:6]2[C:5]([CH:25]=1)=[CH:4][C:3]([C:1]#[N:2])=[C:8]([C:9]([F:12])([F:11])[F:10])[CH:7]=2)([OH:26])[CH3:27])[CH3:20]. (3) Given the reactants C[Si](C)(C)[C:3]#[C:4][C:5]1[CH:10]=[CH:9][CH:8]=[CH:7][C:6]=1[CH2:11][CH2:12][NH:13][C:14](=[O:23])[O:15][CH2:16][C:17]1[CH:22]=[CH:21][CH:20]=[CH:19][CH:18]=1.C1C(=O)N([Cl:33])C(=O)C1, predict the reaction product. The product is: [Cl:33][C:3]#[C:4][C:5]1[CH:10]=[CH:9][CH:8]=[CH:7][C:6]=1[CH2:11][CH2:12][NH:13][C:14](=[O:23])[O:15][CH2:16][C:17]1[CH:22]=[CH:21][CH:20]=[CH:19][CH:18]=1. (4) Given the reactants [CH:1]1([C:4]2[N:9]=[C:8]([C:10]([NH:12][C:13]3[CH:21]=[N:20][CH:19]=[CH:18][C:14]=3[C:15]([OH:17])=O)=[O:11])[C:7]([NH:22][C:23]3[CH:24]=[N:25][CH:26]=[N:27][CH:28]=3)=[N:6][CH:5]=2)[CH2:3][CH2:2]1.[NH2:29][CH2:30][C:31]([CH3:34])([OH:33])[CH3:32], predict the reaction product. The product is: [OH:33][C:31]([CH3:34])([CH3:32])[CH2:30][NH:29][C:15]([C:14]1[CH:18]=[CH:19][N:20]=[CH:21][C:13]=1[NH:12][C:10]([C:8]1[C:7]([NH:22][C:23]2[CH:24]=[N:25][CH:26]=[N:27][CH:28]=2)=[N:6][CH:5]=[C:4]([CH:1]2[CH2:3][CH2:2]2)[N:9]=1)=[O:11])=[O:17]. (5) The product is: [CH2:23]([O:30][CH2:31][CH2:32][O:1][C:2]1[CH:3]=[CH:4][C:5]([C:8](=[O:16])[CH2:9][C:10]2[CH:11]=[CH:12][CH:13]=[CH:14][CH:15]=2)=[CH:6][CH:7]=1)[C:24]1[CH:29]=[CH:28][CH:27]=[CH:26][CH:25]=1. Given the reactants [OH:1][C:2]1[CH:7]=[CH:6][C:5]([C:8](=[O:16])[CH2:9][C:10]2[CH:15]=[CH:14][CH:13]=[CH:12][CH:11]=2)=[CH:4][CH:3]=1.C(=O)([O-])[O-].[K+].[K+].[CH2:23]([O:30][CH2:31][CH2:32]Br)[C:24]1[CH:29]=[CH:28][CH:27]=[CH:26][CH:25]=1, predict the reaction product. (6) Given the reactants [C:1]([O:5][C:6](=[O:32])[N:7]([CH2:9][C:10]1[CH:14]=[C:13]([S:15]([C:18]2[CH:23]=[CH:22][CH:21]=[C:20](Br)[CH:19]=2)(=[O:17])=[O:16])[N:12]([C:25]2[C:26]([F:31])=[N:27][CH:28]=[CH:29][CH:30]=2)[N:11]=1)[CH3:8])([CH3:4])([CH3:3])[CH3:2].[CH3:33][N:34](C)C=O, predict the reaction product. The product is: [C:1]([O:5][C:6](=[O:32])[N:7]([CH2:9][C:10]1[CH:14]=[C:13]([S:15]([C:18]2[CH:23]=[CH:22][CH:21]=[C:20]([C:33]#[N:34])[CH:19]=2)(=[O:17])=[O:16])[N:12]([C:25]2[C:26]([F:31])=[N:27][CH:28]=[CH:29][CH:30]=2)[N:11]=1)[CH3:8])([CH3:4])([CH3:3])[CH3:2]. (7) Given the reactants C([O:3][C:4](=[O:17])[CH2:5][C:6]1[CH:11]=[CH:10][C:9]([S:12]([CH2:15][CH3:16])(=[O:14])=[O:13])=[CH:8][CH:7]=1)C.[OH-].[Na+], predict the reaction product. The product is: [CH2:15]([S:12]([C:9]1[CH:10]=[CH:11][C:6]([CH2:5][C:4]([OH:17])=[O:3])=[CH:7][CH:8]=1)(=[O:14])=[O:13])[CH3:16].